From a dataset of Catalyst prediction with 721,799 reactions and 888 catalyst types from USPTO. Predict which catalyst facilitates the given reaction. (1) Reactant: [CH:1]1([N:4]2[C:13]3[C:8](=[CH:9][CH:10]=[CH:11][CH:12]=3)[N:7]([C:14]([C:16]3[CH:17]=[N:18][CH:19]=[CH:20][C:21]=3[O:22][C:23]3[CH:28]=[C:27]([Cl:29])[CH:26]=[CH:25][C:24]=3[Cl:30])=[O:15])[CH2:6][CH2:5]2)[CH2:3][CH2:2]1.[Cl:31]C1C=CC=C(C(OO)=O)C=1.C[Si](C)(C)N[Si](C)(C)C.ClC(OC)=O.C(=O)(O)[O-].[Na+]. Product: [Cl:31][C:11]1[CH:12]=[C:13]2[C:8](=[CH:9][CH:10]=1)[N:7]([C:14]([C:16]1[CH:17]=[N:18][CH:19]=[CH:20][C:21]=1[O:22][C:23]1[CH:28]=[C:27]([Cl:29])[CH:26]=[CH:25][C:24]=1[Cl:30])=[O:15])[CH2:6][CH2:5][N:4]2[CH:1]1[CH2:2][CH2:3]1. The catalyst class is: 4. (2) Reactant: C([O:8][C:9]1[CH:18]=[C:17]2[C:12]([CH:13]=[CH:14][C:15](=[O:19])[NH:16]2)=[C:11]([CH:20]([OH:43])[CH2:21][NH:22][C:23]([CH3:42])([CH3:41])[CH2:24][CH2:25][N:26]2[C:31]3[CH:32]=[CH:33][CH:34]=[CH:35][C:30]=3[C:29]([CH2:38][CH3:39])([CH2:36][CH3:37])[O:28][C:27]2=[O:40])[CH:10]=1)C1C=CC=CC=1.[H][H]. Product: [CH2:38]([C:29]1([CH2:36][CH3:37])[O:28][C:27](=[O:40])[N:26]([CH2:25][CH2:24][C:23]([NH:22][CH2:21][CH:20]([OH:43])[C:11]2[CH:10]=[C:9]([OH:8])[CH:18]=[C:17]3[C:12]=2[CH:13]=[CH:14][C:15](=[O:19])[NH:16]3)([CH3:41])[CH3:42])[C:31]2[CH:32]=[CH:33][CH:34]=[CH:35][C:30]1=2)[CH3:39]. The catalyst class is: 19.